This data is from Peptide-MHC class II binding affinity with 134,281 pairs from IEDB. The task is: Regression. Given a peptide amino acid sequence and an MHC pseudo amino acid sequence, predict their binding affinity value. This is MHC class II binding data. (1) The MHC is DRB1_0901 with pseudo-sequence DRB1_0901. The binding affinity (normalized) is 0.563. The peptide sequence is WGAIWRIDTPDKLTG. (2) The peptide sequence is YLQMNSLRAEDTAVY. The MHC is DRB1_0802 with pseudo-sequence DRB1_0802. The binding affinity (normalized) is 0.577.